Predict the reaction yield, written as a fraction of the theoretical maximum amount of product (1.0 means a 100% yield; for example, 0.34 means a 34% yield). From a dataset of Reaction yield outcomes from USPTO patents with 853,638 reactions. (1) The reactants are [Cl:1][C:2]1[N:7]=[C:6](Cl)[C:5]([I:9])=[C:4]([C:10]([O:12][CH3:13])=[O:11])[N:3]=1.[CH2:14]([NH2:20])[C:15]1[O:19][CH:18]=[CH:17][CH:16]=1.C(N(CC)CC)C. The catalyst is ClCCl. The product is [Cl:1][C:2]1[N:7]=[C:6]([NH:20][CH2:14][C:15]2[O:19][CH:18]=[CH:17][CH:16]=2)[C:5]([I:9])=[C:4]([C:10]([O:12][CH3:13])=[O:11])[N:3]=1. The yield is 0.760. (2) The reactants are [CH:1]1([CH:7]([C:9]2[C:10]3[CH:17]=[CH:16][N:15]([Si:18]([CH:25]([CH3:27])[CH3:26])([CH:22]([CH3:24])[CH3:23])[CH:19]([CH3:21])[CH3:20])[C:11]=3[N:12]=[CH:13][N:14]=2)[OH:8])[CH2:6][CH2:5][CH2:4][CH2:3][CH2:2]1.CC(OI1(OC(C)=O)(OC(C)=O)OC(=O)C2C1=CC=CC=2)=O.C(=O)([O-])O.[Na+].S([O-])([O-])(=O)=S.[Na+].[Na+]. The catalyst is ClCCl. The product is [CH:1]1([C:7]([C:9]2[C:10]3[CH:17]=[CH:16][N:15]([Si:18]([CH:22]([CH3:24])[CH3:23])([CH:25]([CH3:27])[CH3:26])[CH:19]([CH3:20])[CH3:21])[C:11]=3[N:12]=[CH:13][N:14]=2)=[O:8])[CH2:2][CH2:3][CH2:4][CH2:5][CH2:6]1. The yield is 0.550. (3) The reactants are [Cl:1][C:2]1[N:7]=[C:6](Cl)[CH:5]=[CH:4][N:3]=1.C(N(CC)CC)C.[NH2:16][NH2:17].O. The catalyst is C(O)C. The product is [Cl:1][C:2]1[N:7]=[C:6]([NH:16][NH2:17])[CH:5]=[CH:4][N:3]=1. The yield is 0.230.